Dataset: Forward reaction prediction with 1.9M reactions from USPTO patents (1976-2016). Task: Predict the product of the given reaction. (1) Given the reactants O[C:2]1[N:7]2[CH:8]=[CH:9][N:10]=[C:6]2[CH:5]=[C:4]([C:11]([O:13][CH3:14])=[O:12])[N:3]=1.C(N(CC)C1C=CC=CC=1)C.O=P(Cl)(Cl)[Cl:28], predict the reaction product. The product is: [Cl:28][C:2]1[N:7]2[CH:8]=[CH:9][N:10]=[C:6]2[CH:5]=[C:4]([C:11]([O:13][CH3:14])=[O:12])[N:3]=1. (2) Given the reactants [C:1]([O:5][C:6]([N:8]1[C@H:12]([CH2:13][C:14]2[CH:19]=[CH:18][C:17]([C:20]3[CH:25]=[CH:24][CH:23]=[CH:22][CH:21]=3)=[CH:16][CH:15]=2)[CH2:11]/[C:10](=[CH:26]\N(C(C)C)C(C)C)/[C:9]1=[O:34])=[O:7])([CH3:4])([CH3:3])[CH3:2].[CH2:35]([SH:39])[CH2:36][CH2:37][CH3:38].[C:40]1(C)C=C[C:43]([S:46](O)(=O)=O)=[CH:42][CH:41]=1, predict the reaction product. The product is: [C:1]([O:5][C:6]([N:8]1[C@H:12]([CH2:13][C:14]2[CH:19]=[CH:18][C:17]([C:20]3[CH:25]=[CH:24][CH:23]=[CH:22][CH:21]=3)=[CH:16][CH:15]=2)[CH2:11][CH:10]([CH:26]([S:46][CH2:43][CH2:42][CH2:41][CH3:40])[S:39][CH2:35][CH2:36][CH2:37][CH3:38])[C:9]1=[O:34])=[O:7])([CH3:3])([CH3:4])[CH3:2]. (3) Given the reactants [F:1][C:2]1[CH:7]=[C:6]([F:8])[CH:5]=[CH:4][C:3]=1[C@:9]12[CH2:18][CH2:17][CH2:16][CH2:15][C@H:14]1[CH2:13][S:12][C:11]([NH2:19])=[N:10]2.[Br:20]N1C(=O)CCC1=O.CCOCC.C(=O)(O)[O-].[Na+], predict the reaction product. The product is: [Br:20][C:5]1[C:6]([F:8])=[CH:7][C:2]([F:1])=[C:3]([C@:9]23[CH2:18][CH2:17][CH2:16][CH2:15][C@H:14]2[CH2:13][S:12][C:11]([NH2:19])=[N:10]3)[CH:4]=1.